Dataset: Peptide-MHC class I binding affinity with 185,985 pairs from IEDB/IMGT. Task: Regression. Given a peptide amino acid sequence and an MHC pseudo amino acid sequence, predict their binding affinity value. This is MHC class I binding data. (1) The peptide sequence is EGPFDLALD. The MHC is H-2-Dd with pseudo-sequence H-2-Dd. The binding affinity (normalized) is 0.0608. (2) The peptide sequence is LSIVSLFPLC. The MHC is HLA-A30:01 with pseudo-sequence HLA-A30:01. The binding affinity (normalized) is 0.382. (3) The peptide sequence is GMHDGTVGK. The MHC is HLA-A31:01 with pseudo-sequence HLA-A31:01. The binding affinity (normalized) is 0.341. (4) The peptide sequence is GMKAFTAAV. The MHC is HLA-B27:05 with pseudo-sequence HLA-B27:05. The binding affinity (normalized) is 0.178. (5) The peptide sequence is LTIVFVPEV. The MHC is HLA-C15:02 with pseudo-sequence HLA-C15:02. The binding affinity (normalized) is 0.473. (6) The peptide sequence is MLGEETIKV. The MHC is HLA-A02:12 with pseudo-sequence HLA-A02:12. The binding affinity (normalized) is 0.778. (7) The peptide sequence is SVFELSNFA. The MHC is HLA-A80:01 with pseudo-sequence HLA-A80:01. The binding affinity (normalized) is 0.0847. (8) The peptide sequence is TPREAPYEL. The binding affinity (normalized) is 0.0847. The MHC is HLA-A01:01 with pseudo-sequence HLA-A01:01. (9) The peptide sequence is AITDNGPMPY. The MHC is HLA-A11:01 with pseudo-sequence HLA-A11:01. The binding affinity (normalized) is 0.461. (10) The peptide sequence is YLKKKNHPL. The MHC is BoLA-T2C with pseudo-sequence BoLA-T2C. The binding affinity (normalized) is 0.501.